Task: Regression. Given two drug SMILES strings and cell line genomic features, predict the synergy score measuring deviation from expected non-interaction effect.. Dataset: NCI-60 drug combinations with 297,098 pairs across 59 cell lines (1) Drug 1: CC12CCC3C(C1CCC2=O)CC(=C)C4=CC(=O)C=CC34C. Drug 2: CC(C)CN1C=NC2=C1C3=CC=CC=C3N=C2N. Synergy scores: CSS=29.8, Synergy_ZIP=0.478, Synergy_Bliss=-0.334, Synergy_Loewe=-1.23, Synergy_HSA=-1.32. Cell line: SW-620. (2) Drug 1: CCC1(CC2CC(C3=C(CCN(C2)C1)C4=CC=CC=C4N3)(C5=C(C=C6C(=C5)C78CCN9C7C(C=CC9)(C(C(C8N6C=O)(C(=O)OC)O)OC(=O)C)CC)OC)C(=O)OC)O.OS(=O)(=O)O. Cell line: SNB-19. Synergy scores: CSS=24.3, Synergy_ZIP=6.76, Synergy_Bliss=10.2, Synergy_Loewe=4.07, Synergy_HSA=11.0. Drug 2: CC1CCC2CC(C(=CC=CC=CC(CC(C(=O)C(C(C(=CC(C(=O)CC(OC(=O)C3CCCCN3C(=O)C(=O)C1(O2)O)C(C)CC4CCC(C(C4)OC)OCCO)C)C)O)OC)C)C)C)OC. (3) Cell line: KM12. Drug 1: C1C(C(OC1N2C=C(C(=O)NC2=O)F)CO)O. Synergy scores: CSS=19.3, Synergy_ZIP=6.78, Synergy_Bliss=9.55, Synergy_Loewe=-8.69, Synergy_HSA=5.22. Drug 2: CCCCCOC(=O)NC1=NC(=O)N(C=C1F)C2C(C(C(O2)C)O)O. (4) Drug 1: C1=CN(C(=O)N=C1N)C2C(C(C(O2)CO)O)O.Cl. Drug 2: C1CN(P(=O)(OC1)NCCCl)CCCl. Cell line: RPMI-8226. Synergy scores: CSS=3.95, Synergy_ZIP=-5.87, Synergy_Bliss=-7.32, Synergy_Loewe=-22.2, Synergy_HSA=-6.98. (5) Drug 1: C1=CN(C=N1)CC(O)(P(=O)(O)O)P(=O)(O)O. Drug 2: C1=NC2=C(N1)C(=S)N=CN2. Cell line: MALME-3M. Synergy scores: CSS=17.3, Synergy_ZIP=-1.40, Synergy_Bliss=1.56, Synergy_Loewe=-6.09, Synergy_HSA=-0.0135. (6) Drug 1: COC1=C(C=C2C(=C1)N=CN=C2NC3=CC(=C(C=C3)F)Cl)OCCCN4CCOCC4. Drug 2: CC1C(C(CC(O1)OC2CC(OC(C2O)C)OC3=CC4=CC5=C(C(=O)C(C(C5)C(C(=O)C(C(C)O)O)OC)OC6CC(C(C(O6)C)O)OC7CC(C(C(O7)C)O)OC8CC(C(C(O8)C)O)(C)O)C(=C4C(=C3C)O)O)O)O. Cell line: HCT-15. Synergy scores: CSS=48.0, Synergy_ZIP=6.08, Synergy_Bliss=8.84, Synergy_Loewe=8.26, Synergy_HSA=8.00. (7) Drug 1: C1=CC(=CC=C1C#N)C(C2=CC=C(C=C2)C#N)N3C=NC=N3. Drug 2: CC(C)CN1C=NC2=C1C3=CC=CC=C3N=C2N. Cell line: OVCAR-4. Synergy scores: CSS=-1.04, Synergy_ZIP=0.831, Synergy_Bliss=-1.61, Synergy_Loewe=-3.14, Synergy_HSA=-2.64. (8) Drug 1: C1CN(CCN1C(=O)CCBr)C(=O)CCBr. Drug 2: CCC1(C2=C(COC1=O)C(=O)N3CC4=CC5=C(C=CC(=C5CN(C)C)O)N=C4C3=C2)O.Cl. Cell line: UACC-257. Synergy scores: CSS=8.04, Synergy_ZIP=-5.52, Synergy_Bliss=1.29, Synergy_Loewe=-2.67, Synergy_HSA=1.61.